From a dataset of Full USPTO retrosynthesis dataset with 1.9M reactions from patents (1976-2016). Predict the reactants needed to synthesize the given product. (1) Given the product [C:31]([O:30][C:28]([NH:20][CH:21]([CH:22]([CH3:24])[CH3:23])[C:25]([NH:19][C:7]1[CH:6]=[C:5]([C:3]([OH:2])=[O:4])[N:9]([CH2:10][C:11]2[CH:16]=[CH:15][C:14]([O:17][CH3:18])=[CH:13][CH:12]=2)[N:8]=1)=[O:26])=[O:29])([CH3:34])([CH3:33])[CH3:32], predict the reactants needed to synthesize it. The reactants are: C[O:2][C:3]([C:5]1[N:9]([CH2:10][C:11]2[CH:16]=[CH:15][C:14]([O:17][CH3:18])=[CH:13][CH:12]=2)[N:8]=[C:7]([NH2:19])[CH:6]=1)=[O:4].[NH:20]([C:28]([O:30][C:31]([CH3:34])([CH3:33])[CH3:32])=[O:29])[C@H:21]([C:25](O)=[O:26])[CH:22]([CH3:24])[CH3:23].C(P1(=O)OP(CCC)(=O)OP(CCC)(=O)O1)CC.CN1CCOCC1. (2) Given the product [NH2:16][C:7]1[N:8]=[C:9]([CH2:12][CH2:13][C:14]#[N:15])[CH:10]=[CH:11][C:6]=1[C:5]([OH:17])=[O:4], predict the reactants needed to synthesize it. The reactants are: [OH-].[Na+].C[O:4][C:5](=[O:17])[C:6]1[CH:11]=[CH:10][C:9]([CH2:12][CH2:13][C:14]#[N:15])=[N:8][C:7]=1[NH2:16].Cl. (3) The reactants are: [O:1]1[C:8]2[CH:7]=[C:6]([C:9]([OH:11])=[O:10])[NH:5][C:4]=2[CH:3]=[CH:2]1.[C:12]([O:17][CH:18](Cl)[CH3:19])(=[O:16])[CH2:13][CH2:14][CH3:15]. Given the product [O:1]1[C:8]2[CH:7]=[C:6]([C:9]([O:11][CH:18]([O:17][C:12](=[O:16])[CH2:13][CH2:14][CH3:15])[CH3:19])=[O:10])[NH:5][C:4]=2[CH:3]=[CH:2]1, predict the reactants needed to synthesize it. (4) The reactants are: [Cl:1][C:2]1[CH:3]=[C:4]([CH:23]=[CH:24][C:25]=1[Cl:26])[CH2:5][N:6]([CH3:22])[C:7]([C:9]1[CH2:13][N:12]([CH2:14][CH2:15][CH2:16][C:17](O)=[O:18])[C:11](=[O:20])[C:10]=1[OH:21])=[O:8].C(Cl)CCl.C1C=CC2N(O)N=NC=2C=1.[CH3:41][NH:42][CH3:43]. Given the product [Cl:1][C:2]1[CH:3]=[C:4]([CH:23]=[CH:24][C:25]=1[Cl:26])[CH2:5][N:6]([CH3:22])[C:7]([C:9]1[CH2:13][N:12]([CH2:14][CH2:15][CH2:16][C:17](=[O:18])[N:42]([CH3:43])[CH3:41])[C:11](=[O:20])[C:10]=1[OH:21])=[O:8], predict the reactants needed to synthesize it. (5) Given the product [N+:10]([C:7]1[CH:8]=[CH:9][C:4]([CH2:3][CH2:2][C:13]#[N:14])=[CH:5][CH:6]=1)([O-:12])=[O:11], predict the reactants needed to synthesize it. The reactants are: Br[CH2:2][CH2:3][C:4]1[CH:9]=[CH:8][C:7]([N+:10]([O-:12])=[O:11])=[CH:6][CH:5]=1.[C-:13]#[N:14].[Na+]. (6) Given the product [C:28]([C:27]1[CH:30]=[CH:31][C:24]([C:23]2[C:3]([C:4]([O:6][CH2:7][C:8]3[CH:9]=[CH:10][CH:11]=[CH:12][CH:13]=3)=[O:5])=[C:2]([CH2:14][CH2:15][CH3:16])[NH:19][C:22]=2[CH3:32])=[CH:25][CH:26]=1)#[N:29], predict the reactants needed to synthesize it. The reactants are: O=[C:2]([CH2:14][CH2:15][CH3:16])[CH2:3][C:4]([O:6][CH2:7][C:8]1[CH:13]=[CH:12][CH:11]=[CH:10][CH:9]=1)=[O:5].[OH-].[K+].[N+:19]([C:22]([CH3:32])=[CH:23][C:24]1[CH:31]=[CH:30][C:27]([C:28]#[N:29])=[CH:26][CH:25]=1)([O-])=O.[Cl-].[Na+].Cl. (7) Given the product [C:1]([O:5][C:6]([N:8]1[C:12](=[O:13])[C:11](=[CH:14][OH:22])[CH:10]2[CH2:18][CH:19]=[CH:20][CH:9]12)=[O:7])([CH3:4])([CH3:3])[CH3:2], predict the reactants needed to synthesize it. The reactants are: [C:1]([O:5][C:6]([N:8]1[C:12](=[O:13])[C:11](=[CH:14]N(C)C)[CH:10]2[CH2:18][CH:19]=[CH:20][CH:9]12)=[O:7])([CH3:4])([CH3:3])[CH3:2].Cl.[O:22]1CCOCC1. (8) Given the product [C:18]([O:4][C:3]1[CH:2]=[C:1]([CH:9]=[CH:10][C:11]2[CH:17]=[CH:16][C:14]([O:15][C:18](=[O:34])[CH2:19][CH2:20][CH2:21][CH2:22][CH2:23][CH2:24][CH2:25][CH2:26][CH2:27][CH2:28][CH2:29][CH2:30][CH2:31][CH2:32][CH3:33])=[CH:13][CH:12]=2)[CH:8]=[C:6]([O:7][C:18](=[O:34])[CH2:19][CH2:20][CH2:21][CH2:22][CH2:23][CH2:24][CH2:25][CH2:26][CH2:27][CH2:28][CH2:29][CH2:30][CH2:31][CH2:32][CH3:33])[CH:5]=1)(=[O:34])[CH2:19][CH2:20][CH2:21][CH2:22][CH2:23][CH2:24][CH2:25][CH2:26][CH2:27][CH2:28][CH2:29][CH2:30][CH2:31][CH2:32][CH3:33], predict the reactants needed to synthesize it. The reactants are: [C:1]1([CH:9]=[CH:10][C:11]2[CH:17]=[CH:16][C:14]([OH:15])=[CH:13][CH:12]=2)[CH:8]=[C:6]([OH:7])[CH:5]=[C:3]([OH:4])[CH:2]=1.[C:18](Cl)(=[O:34])[CH2:19][CH2:20][CH2:21][CH2:22][CH2:23][CH2:24][CH2:25][CH2:26][CH2:27][CH2:28][CH2:29][CH2:30][CH2:31][CH2:32][CH3:33].